Dataset: Forward reaction prediction with 1.9M reactions from USPTO patents (1976-2016). Task: Predict the product of the given reaction. (1) Given the reactants CS(O[CH2:6][CH:7]1[CH2:12][CH2:11][N:10]([C@H:13]([C:16]([NH2:18])=[O:17])[CH2:14][CH3:15])[C:9](=[O:19])[CH2:8]1)(=O)=O.[I-:20].[Na+], predict the reaction product. The product is: [I:20][CH2:6][CH:7]1[CH2:12][CH2:11][N:10]([C@@H:13]([CH2:14][CH3:15])[C:16]([NH2:18])=[O:17])[C:9](=[O:19])[CH2:8]1. (2) Given the reactants [NH2:1][C:2]1[CH:17]=[CH:16][C:5]([C:6]([O:8][CH2:9][C:10]2[CH:15]=[CH:14][CH:13]=[CH:12][CH:11]=2)=[O:7])=[CH:4][CH:3]=1.CCN(C(C)C)C(C)C.Cl[C:28]1[N:33]=[C:32]([Cl:34])[C:31]([C:35]([F:38])([F:37])[F:36])=[CH:30][N:29]=1.C(Cl)Cl, predict the reaction product. The product is: [Cl:34][C:32]1[C:31]([C:35]([F:37])([F:36])[F:38])=[CH:30][N:29]=[C:28]([NH:1][C:2]2[CH:17]=[CH:16][C:5]([C:6]([O:8][CH2:9][C:10]3[CH:15]=[CH:14][CH:13]=[CH:12][CH:11]=3)=[O:7])=[CH:4][CH:3]=2)[N:33]=1. (3) Given the reactants C[O:2][C:3]1[CH:4]=[C:5]([CH:14]=[CH:15][C:16]2[CH:21]=[CH:20][CH:19]=[CH:18][CH:17]=2)[CH:6]=[C:7]([O:12]C)[C:8]=1[CH2:9][CH2:10][CH3:11].B(Br)(Br)Br.O.[OH-].[Na+], predict the reaction product. The product is: [C:16]1([CH:15]=[CH:14][C:5]2[CH:4]=[C:3]([OH:2])[C:8]([CH2:9][CH2:10][CH3:11])=[C:7]([OH:12])[CH:6]=2)[CH:17]=[CH:18][CH:19]=[CH:20][CH:21]=1. (4) Given the reactants Cl.[NH2:2][C:3]([NH2:5])=[NH:4].C[O-].[Na+].CO.[CH:11]([C:15]1[C:16]([CH3:34])=[CH:17][C:18]([I:33])=[C:19]([CH:32]=1)[O:20][C:21](=[CH:24]NC1C=CC=CC=1)[C:22]#[N:23])=[CH:12][CH:13]=[CH2:14], predict the reaction product. The product is: [CH:11]([C:15]1[C:16]([CH3:34])=[CH:17][C:18]([I:33])=[C:19]([CH:32]=1)[O:20][C:21]1[C:22]([NH2:23])=[N:4][C:3]([NH2:5])=[N:2][CH:24]=1)=[CH:12][CH:13]=[CH2:14]. (5) Given the reactants [Br:1][C:2]1[S:6][C:5](=[N:7][C:8](=[O:14])[O:9][C:10]([CH3:13])([CH3:12])[CH3:11])[N:4]([CH3:15])[C:3]=1[CH3:16].C1C(=O)N([Br:24])C(=O)C1.C(=O)([O-])[O-].[K+].[K+], predict the reaction product. The product is: [Br:1][C:2]1[S:6][C:5](=[N:7][C:8](=[O:14])[O:9][C:10]([CH3:11])([CH3:12])[CH3:13])[N:4]([CH2:15][Br:24])[C:3]=1[CH3:16]. (6) Given the reactants CC1C=C(N2CCN(CCOC3C=CC=CC=3)C2=O)SC=1C(O)=O.[F:25][C:26]1[CH:47]=[CH:46][C:29]([CH2:30][N:31]2[CH2:35][CH2:34][N:33]([C:36]3[S:40][C:39]([C:41]([OH:43])=O)=[C:38]([CH3:44])[CH:37]=3)[C:32]2=[O:45])=[CH:28][CH:27]=1.[S:48]1[C:52]([CH2:53][NH2:54])=[CH:51][C:50]2[CH:55]=[CH:56][CH:57]=[CH:58][C:49]1=2, predict the reaction product. The product is: [S:48]1[C:52]([CH2:53][NH:54][C:41]([C:39]2[S:40][C:36]([N:33]3[CH2:34][CH2:35][N:31]([CH2:30][C:29]4[CH:46]=[CH:47][C:26]([F:25])=[CH:27][CH:28]=4)[C:32]3=[O:45])=[CH:37][C:38]=2[CH3:44])=[O:43])=[CH:51][C:50]2[CH:55]=[CH:56][CH:57]=[CH:58][C:49]1=2. (7) Given the reactants [CH:1]1(/[CH:6]=[C:7]2/[C:8](=O)[C:9]3[CH:10]=[CH:11][C:12]([C:17]([O:19][CH3:20])=[O:18])=[N:13][C:14]=3[CH2:15][CH2:16]/2)[CH2:5][CH2:4][CH2:3][CH2:2]1.Cl.[NH:23]([C:25]1[CH:32]=[CH:31][C:28]([C:29]#[N:30])=[C:27]([CH3:33])[CH:26]=1)[NH2:24], predict the reaction product. The product is: [C:29]([C:28]1[CH:31]=[CH:32][C:25]([N:23]2[CH:6]([CH:1]3[CH2:5][CH2:4][CH2:3][CH2:2]3)[CH:7]3[C:8]([C:9]4[CH:10]=[CH:11][C:12]([C:17]([O:19][CH3:20])=[O:18])=[N:13][C:14]=4[CH2:15][CH2:16]3)=[N:24]2)=[CH:26][C:27]=1[CH3:33])#[N:30]. (8) Given the reactants [F:1][C:2]1[CH:10]=[CH:9][C:8]([OH:11])=[CH:7][C:3]=1[C:4]([OH:6])=[O:5].[Br:12]Br, predict the reaction product. The product is: [Br:12][C:9]1[C:8]([OH:11])=[CH:7][C:3]([C:4]([OH:6])=[O:5])=[C:2]([F:1])[CH:10]=1. (9) The product is: [ClH:1].[Cl:1][C:2]1[CH:3]=[CH:4][C:5]([OH:24])=[C:6]([CH:23]=1)[C:7]([NH:9][C:10]1[CH:15]=[CH:14][C:13]([CH:16]2[CH2:17][CH2:18][NH:19][CH2:20][CH2:21]2)=[C:12]([F:22])[CH:11]=1)=[O:8]. Given the reactants [Cl:1][C:2]1[CH:3]=[CH:4][C:5]([OH:24])=[C:6]([CH:23]=1)[C:7]([NH:9][C:10]1[CH:15]=[CH:14][C:13]([C:16]2[CH:21]=[CH:20][N:19]=[CH:18][CH:17]=2)=[C:12]([F:22])[CH:11]=1)=[O:8], predict the reaction product.